From a dataset of Experimentally validated miRNA-target interactions with 360,000+ pairs, plus equal number of negative samples. Binary Classification. Given a miRNA mature sequence and a target amino acid sequence, predict their likelihood of interaction. (1) The miRNA is cel-miR-61-3p with sequence UGACUAGAACCGUUACUCAUC. The protein sequence of the target gene is MSRRKAGSAPRRVEPAPAANPDDEMEMQDLVIELKPEPDAQPQQAPRLGPFSPKEVSSAGRFGGEPHHSPGPMPAGAALLALGPRNPWTLWTPLTPNYPDRQPWTDKHPDLLTCGRCLQTFPLEAITAFMDHKKLGCQLFRGPSRGQGSEREELKALSCLRCGKQFTVAWKLLRHAQWDHGLSIYQTESEAPEAPLLGLAEVAAAVSAVVGPAAEAKSPRASGSGLTRRSPTCPVCKKTLSSFSNLKVHMRSHTGERPYACDQCPYACAQSSKLNRHKKTHRQVPPQSPLMADTSQEQAS.... Result: 0 (no interaction). (2) The miRNA is mmu-miR-1933-5p with sequence AGUCAUGGUGUUCGGUCUUAGUUU. The protein sequence of the target gene is MSDKNQIAARASLIEQLMSKRNFEDLGNHLTELETIYVTKEHLQETDVVRAVYRVLKNCPSVALKKKAKCLLSKWKAVYKQTHSKARNSPKLFPVRGNKEENSGPSHDPSQNETLGICSSNSLSSQDVAKLSEMIVPENRAIQLKPKEEHFGDGDPESTGKRSSELLDPTTPMRTKCIELLYAALTSSSTDQPKADLWQNFAREIEEHVFTLYSKNIKKYKTCIRSKVANLKNPRNSHLQQNLLSGTTSPREFAEMTVMEMANKELKQLRASYTESCIQEHYLPQVIDGTQTNKIKCRRC.... Result: 0 (no interaction). (3) The miRNA is hsa-miR-550a-5p with sequence AGUGCCUGAGGGAGUAAGAGCCC. The protein sequence of the target gene is MDARRVPQKDLRVKKNLKKFRYVKLISMETSSSSDDSCDSFASDNFANTRLQSVREGCRTRSQCRHSGPLRVAMKFPARSTRGATNKKAESRQPSENSVTDSNSDSEDESGMNFLEKRALNIKQNKAMLAKLMSELESFPGSFRGRHPLPGSDSQSRRPRRRTFPGVASRRNPERRARPLTRSRSRILGSLDALPMEEEEEEDKYMLVRKRKTVDGYMNEDDLPRSRRSRSSVTLPHIIRPVEEITEEELENVCSNSREKIYNRSLGSTCHQCRQKTIDTKTNCRNPDCWGVRGQFCGPC.... Result: 1 (interaction). (4) The miRNA is hsa-miR-124-5p with sequence CGUGUUCACAGCGGACCUUGAU. The protein sequence of the target gene is MAAALKCLLTLGRWCPGLGVAPQARALAALVPGVTQVDNKSGFLQKRPHRQHPGILKLPHVRLPQALANGAQLLLLGSAGPTMENQVQTLTSYLWSRHLPVEPEELQRRARHLEKKFLENPDLSQTEEKLRGAVLHALRKTTYHWQELSYTEGLSLVYMAARLDGGFAAVSRAFHEIRARNPAFQPQTLMDFGSGTGSVTWAAHSIWGQSLREYMCVDRSAAMLVLAEKLLKGGSESGEPYIPGVFFRQFLPVSPKVQFDVVVSAFSLSELPSKADRTEVVQTLWRKTGHFLVLVENGTK.... Result: 0 (no interaction). (5) The miRNA is hsa-miR-3116 with sequence UGCCUGGAACAUAGUAGGGACU. The protein sequence of the target gene is MAAVGPPQQQVRMAQQQVWAALEVALRVPCLYIIDAIFNSYYDSSQSRFCIGLQIFLRLLGIVVSSIVLILSQRSLFKFYMYSSAFLLAATSVLVNYYAALHIDFYGAYNTSAFGIELLPRKGPSLWMALIVLQLTFGIGYVTLLQIQSIYSQLMILNILVPIIGLITELPLHIRETVVLMSSLILIFNTVLVLAVKLKWFYYSTRYVYLLVRHMYRIYGLQLLMEDTWKRIRFPDILRVFWLTRITTQATVLMYILRMANETESFFISWDDFWDVICNLIISGCDSTLTVLGMSAVISS.... Result: 0 (no interaction). (6) The miRNA is hsa-miR-338-5p with sequence AACAAUAUCCUGGUGCUGAGUG. The protein sequence of the target gene is MAEMGSKGVTAGKIASNVQKKLTRAQEKVLQKLGKADETKDEQFEQCVQNFNKQLTEGTRLQKDLRTYLASVKAMHEASKKLNECLQEVYEPDWPGRDEANKIAENNDLLWMDYHQKLVDQALLTMDTYLGQFPDIKSRIAKRGRKLVDYDSARHHYESLQTAKKKDEAKIAKPVSLLEKAAPQWCQGKLQAHLVAQTNLLRNQAEEELIKAQKVFEEMNVDLQEELPSLWNSRVGFYVNTFQSIAGLEENFHKEMSKLNQNLNDVLVGLEKQHGSNTFTVKAQPSDNAPAKGNKSPSPP.... Result: 0 (no interaction). (7) The protein sequence of the target gene is MAWPLCTLLLLLATQAVALAWSPQEEDRIIEGGIYDADLNDERVQRALHFVISEYNKATEDEYYRRLLRVLRAREQIVGGVNYFFDIEVGRTICTKSQPNLDTCAFHEQPELQKKQLCSFQIYEVPWEDRMSLVNSRCQEA. The miRNA is hsa-miR-939-5p with sequence UGGGGAGCUGAGGCUCUGGGGGUG. Result: 0 (no interaction). (8) The miRNA is hsa-miR-520g-3p with sequence ACAAAGUGCUUCCCUUUAGAGUGU. The protein sequence of the target gene is MAVSTGVKVPRNFRLLEELEEGQKGVGDGTVSWGLEDDEDMTLTRWTGMIIGPPRTNYENRIYSLKVECGPKYPEAPPSVRFVTKINMNGINNSSGMVDARSIPVLAKWQNSYSIKVVLQELRRLMMSKENMKLPQPPEGQTYNN. Result: 1 (interaction). (9) The miRNA is hsa-miR-1294 with sequence UGUGAGGUUGGCAUUGUUGUCU. The protein sequence of the target gene is MDAWVRFSAQSQARERLCRAAQYACSLLGHALQRHGASPELQKQIRQLESHLSLGRKLLRLGNSADALESAKRAVHLSDVVLRFCITVSHLNRALYFACDNVLWAGKSGLAPRVDQEKWAQRSFRYYLFSLIMNLSRDAYEIRLLMEQESSACSRRLKGSGGGVPGGSETGGLGGPGTPGGGLPQLALKLRLQVLLLARVLRGHPPLLLDVVRNACDLFIPLDKLGLWRCGPGIVGLCGLVSSILSILTLIYPWLRLKP. Result: 1 (interaction). (10) The miRNA is hsa-miR-3919 with sequence GCAGAGAACAAAGGACUCAGU. The protein sequence of the target gene is MSLLDGLASSPRAPLQSSKARMKKLPKKSQNEKYRLKYLRLRKAAKATVFENAAICDEIARLEEKFLKAKEERRYLLKKLLQLQALTEGEVQAAAPSHSSSLPLTYGVASSVGTIQGAGPISGPSTGAEEPFGKKTKKEKKEKGKENNKLEVLKKTCKKKKMAGGARKLVQPIALDPSGRPVFPIGLGGLTVYSLGEIITDRPGFHDESAIYPVGYCSTRIYASMKCPDQKCLYTCQIKDGGVQPQFEIVPEDDPQNAIVSSSADACHAELLRTISTTMGKLMPNLLPAGADFFGFSHPA.... Result: 0 (no interaction).